Dataset: Full USPTO retrosynthesis dataset with 1.9M reactions from patents (1976-2016). Task: Predict the reactants needed to synthesize the given product. (1) Given the product [Cl:29][C:16]1[CH:15]=[CH:14][C:13]2[C:18](=[C:19]3[CH:24]=[CH:23][CH:22]=[CH:21][C:20]3=[C:11]3[NH:10][C:9]([C:3]4[C:2]([Br:1])=[CH:7][CH:6]=[CH:5][C:4]=4[Br:8])=[N:26][C:12]3=2)[N:17]=1, predict the reactants needed to synthesize it. The reactants are: [Br:1][C:2]1[CH:7]=[CH:6][CH:5]=[C:4]([Br:8])[C:3]=1[C:9]1[NH:10][C:11]2[C:12]([N:26]=1)=[C:13]1[C:18](=[C:19]3[CH:24]=[CH:23][CH:22]=[CH:21][C:20]=23)[N+:17]([O-])=[CH:16][CH:15]=[CH:14]1.P(Cl)(Cl)([Cl:29])=O. (2) Given the product [O:14]=[C:13]1[C:12]([N:3]2[C:4](=[O:11])[C:5]3[C:10](=[CH:9][CH:8]=[CH:7][CH:6]=3)[C:2]2=[O:1])=[C:22]([C:23]2[CH:24]=[CH:25][C:26]([CH3:29])=[CH:27][CH:28]=2)[CH2:21][C@:16]([C:31]2[CH:32]=[CH:33][C:34]([O:37][CH2:38][CH2:39][CH2:40][C:41]([F:43])([F:42])[F:44])=[CH:35][CH:36]=2)([C:17]([F:18])([F:19])[F:20])[NH:15]1, predict the reactants needed to synthesize it. The reactants are: [O:1]=[C:2]1[C:10]2[C:5](=[CH:6][CH:7]=[CH:8][CH:9]=2)[C:4](=[O:11])[N:3]1[CH2:12][C:13]([NH:15][C@:16]([C:31]1[CH:36]=[CH:35][C:34]([O:37][CH2:38][CH2:39][CH2:40][C:41]([F:44])([F:43])[F:42])=[CH:33][CH:32]=1)([CH2:21][C:22](=O)[C:23]1[CH:28]=[CH:27][C:26]([CH3:29])=[CH:25][CH:24]=1)[C:17]([F:20])([F:19])[F:18])=[O:14].[OH-].[Na+].Cl. (3) Given the product [F:4][C:5]([F:15])([C:6]1[N:22]=[CH:20][NH:21][N:2]=1)[C:11]([F:14])([F:13])[F:12], predict the reactants needed to synthesize it. The reactants are: O.[NH2:2]N.[F:4][C:5]([F:15])([C:11]([F:14])([F:13])[F:12])[C:6](OCC)=O.C(O)(=O)C.[CH:20]([NH2:22])=[NH:21]. (4) Given the product [F:24][CH:23]([F:25])[C:22]([NH:17][C@H:16]([CH2:27][F:28])[C@H:15]([OH:19])[C:12]1[CH:11]=[CH:10][C:9]([C:6]2[CH:7]=[N:8][C:3]([CH2:2][NH:1][S:40]([CH2:36][CH:37]([CH3:39])[CH3:38])(=[O:42])=[O:41])=[CH:4][CH:5]=2)=[CH:14][CH:13]=1)=[O:26], predict the reactants needed to synthesize it. The reactants are: [NH2:1][CH2:2][C:3]1[N:8]=[CH:7][C:6]([C:9]2[CH:14]=[CH:13][C:12]([C@H:15]3[O:19]C(C)(C)[N:17]([C:22](=[O:26])[CH:23]([F:25])[F:24])[C@@H:16]3[CH2:27][F:28])=[CH:11][CH:10]=2)=[CH:5][CH:4]=1.C(N(CC)CC)C.[CH2:36]([S:40](Cl)(=[O:42])=[O:41])[CH:37]([CH3:39])[CH3:38].FC(F)(F)C(O)=O. (5) Given the product [Br:1][C:2]1[CH:7]=[CH:6][CH:5]=[CH:4][C:3]=1[C@@H:8]1[CH2:13][CH2:12][C:11]([F:14])([F:15])[CH2:10][C@H:9]1[C:16]([NH:28][CH2:29][C:30]#[N:26])=[O:18], predict the reactants needed to synthesize it. The reactants are: [Br:1][C:2]1[CH:7]=[CH:6][CH:5]=[CH:4][C:3]=1[C@@H:8]1[CH2:13][CH2:12][C:11]([F:15])([F:14])[CH2:10][C@H:9]1[C:16]([OH:18])=O.F[P-](F)(F)(F)(F)F.[N:26]1(O[P+](N2CCCC2)(N2CCCC2)N2CCCC2)[C:30]2C=CC=C[C:29]=2[N:28]=N1.Cl.NCC#N.C(N(CC)CC)C. (6) Given the product [C:30]1([C:55]2[CH:56]=[CH:57][CH:58]=[CH:59][CH:60]=2)[CH:35]=[CH:34][C:33]([C:36]2[O:37][C:38]([CH3:54])=[C:39]([CH2:41][CH2:42][O:19][C:16]3[CH:15]=[CH:14][C:13]([CH2:12][C:11]([O:20][C:21]4[CH:26]=[CH:25][CH:24]=[CH:23][C:22]=4[O:4][CH3:1])([CH3:28])[C:10]([OH:9])=[O:29])=[CH:18][CH:17]=3)[N:40]=2)=[CH:32][CH:31]=1, predict the reactants needed to synthesize it. The reactants are: [C:1](=[O:4])([O-])[O-].[K+].[K+].C([O:9][C:10](=[O:29])[C:11]([CH3:28])([O:20][C:21]1[CH:26]=[CH:25][CH:24]=[CH:23][C:22]=1C)[CH2:12][C:13]1[CH:18]=[CH:17][C:16]([OH:19])=[CH:15][CH:14]=1)C.[C:30]1([C:55]2[CH:60]=[CH:59][CH:58]=[CH:57][CH:56]=2)[CH:35]=[CH:34][C:33]([C:36]2[O:37][C:38]([CH3:54])=[C:39]([CH2:41][CH2:42]OS(C3C=CC(C)=CC=3)(=O)=O)[N:40]=2)=[CH:32][CH:31]=1.[OH-].[Na+].